From a dataset of Full USPTO retrosynthesis dataset with 1.9M reactions from patents (1976-2016). Predict the reactants needed to synthesize the given product. (1) Given the product [F:30][C:27]1[CH:28]=[CH:29][C:24]([NH:23][C:2]2[N:3]=[CH:4][C:5]([C:16]3[CH:15]=[N:14][CH:19]=[CH:18][CH:17]=3)=[C:6]3[C:11]=2[N:10]=[C:9]([CH3:12])[CH:8]=[CH:7]3)=[N:25][CH:26]=1, predict the reactants needed to synthesize it. The reactants are: Cl[C:2]1[N:3]=[CH:4][C:5](I)=[C:6]2[C:11]=1[N:10]=[C:9]([CH3:12])[CH:8]=[CH:7]2.[N:14]1[CH:19]=[CH:18][CH:17]=[C:16](B(O)O)[CH:15]=1.[NH2:23][C:24]1[CH:29]=[CH:28][C:27]([F:30])=[CH:26][N:25]=1. (2) Given the product [Br:14][C:15]1[CH:16]=[C:17]2[C:22](=[CH:23][CH:24]=1)[C:21](=[O:25])[NH:20][C:19](=[O:26])/[C:18]/2=[CH:27]\[NH:28][CH2:29][C:30]1[CH:35]=[CH:34][C:33]([O:36][CH2:2][CH2:3][CH2:4][CH2:5][CH2:6][CH3:7])=[C:32]([OH:37])[CH:31]=1, predict the reactants needed to synthesize it. The reactants are: Br[CH2:2][CH2:3][CH2:4][CH2:5][CH2:6][CH3:7].C(=O)([O-])[O-].[K+].[K+].[Br:14][C:15]1[CH:16]=[C:17]2[C:22](=[CH:23][CH:24]=1)[C:21](=[O:25])[NH:20][C:19](=[O:26])/[C:18]/2=[CH:27]\[NH:28][CH2:29][C:30]1[CH:35]=[CH:34][C:33]([OH:36])=[C:32]([OH:37])[CH:31]=1. (3) Given the product [ClH:46].[NH2:10][C@@H:11]1[CH2:16][CH2:15][CH2:14][N:13]([C:17]2[C:38]([CH2:39][C:40]3[CH:45]=[CH:44][CH:43]=[CH:42][C:41]=3[Cl:46])=[C:20]3[C:21](=[O:37])[N:22]([C:30]4[CH:35]=[CH:34][CH:33]=[C:32]([F:36])[CH:31]=4)[C:23]([C:25]([OH:27])=[O:26])=[CH:24][N:19]3[N:18]=2)[CH2:12]1, predict the reactants needed to synthesize it. The reactants are: [OH-].[Na+].C(OC([NH:10][C@@H:11]1[CH2:16][CH2:15][CH2:14][N:13]([C:17]2[C:38]([CH2:39][C:40]3[CH:45]=[CH:44][CH:43]=[CH:42][C:41]=3[Cl:46])=[C:20]3[C:21](=[O:37])[N:22]([C:30]4[CH:35]=[CH:34][CH:33]=[C:32]([F:36])[CH:31]=4)[C:23]([C:25]([O:27]CC)=[O:26])=[CH:24][N:19]3[N:18]=2)[CH2:12]1)=O)(C)(C)C.S([O-])(O)(=O)=O.[Na+].Cl.O1CCOCC1.